From a dataset of Reaction yield outcomes from USPTO patents with 853,638 reactions. Predict the reaction yield, written as a fraction of the theoretical maximum amount of product (1.0 means a 100% yield; for example, 0.34 means a 34% yield). (1) The reactants are [F:1][C:2]1[CH:3]=[C:4]2[C:8](=[CH:9][CH:10]=1)[N:7]([CH2:11][C:12]([O:14]C)=[O:13])[C:6]([CH3:16])=[C:5]2[CH2:17][C:18]1[CH:23]=[CH:22][C:21](=[O:24])[N:20]([CH2:25][C:26]2[CH:31]=[CH:30][C:29]([F:32])=[CH:28][CH:27]=2)[CH:19]=1.O.[OH-].[Li+]. No catalyst specified. The product is [F:1][C:2]1[CH:3]=[C:4]2[C:8](=[CH:9][CH:10]=1)[N:7]([CH2:11][C:12]([OH:14])=[O:13])[C:6]([CH3:16])=[C:5]2[CH2:17][C:18]1[CH:23]=[CH:22][C:21](=[O:24])[N:20]([CH2:25][C:26]2[CH:27]=[CH:28][C:29]([F:32])=[CH:30][CH:31]=2)[CH:19]=1. The yield is 0.550. (2) The reactants are [BH4-].[Na+].[C:3]1([S:9]([N:12]2[C:20]3[C:15](=[CH:16][C:17]([C:21](=O)[CH3:22])=[CH:18][CH:19]=3)[CH2:14][CH2:13]2)(=[O:11])=[O:10])[CH:8]=[CH:7][CH:6]=[CH:5][CH:4]=1.[OH-].[Na+]. The catalyst is C(O)(C(F)(F)F)=O.O. The product is [C:3]1([S:9]([N:12]2[C:20]3[C:15](=[CH:16][C:17]([CH2:21][CH3:22])=[CH:18][CH:19]=3)[CH2:14][CH2:13]2)(=[O:11])=[O:10])[CH:4]=[CH:5][CH:6]=[CH:7][CH:8]=1. The yield is 0.430. (3) The reactants are [Br:1][C:2]1[CH:11]=[CH:10][C:5]([C:6]([NH:8][NH2:9])=[O:7])=[CH:4][CH:3]=1.S(=O)(=O)(O)O.[CH2:17](OC(OCC)OCC)C. No catalyst specified. The product is [Br:1][C:2]1[CH:11]=[CH:10][C:5]([C:6]2[O:7][CH:17]=[N:9][N:8]=2)=[CH:4][CH:3]=1. The yield is 0.899. (4) The reactants are [F:1][C:2]1[CH:28]=[CH:27][C:5]([CH2:6][N:7]2[CH2:10][CH:9]([S:11][C:12]3[C@H:13]([CH3:26])[C@@H:14]4[C@@H:21]([C@H:22]([OH:24])[CH3:23])[C:20](=[O:25])[N:15]4[C:16]=3[C:17]([OH:19])=[O:18])[CH2:8]2)=[CH:4][CH:3]=1.C(N(CC)CC)C.C(=O)([O-])[O-].[K+].[K+].[C:42]([O:48][CH2:49]I)(=[O:47])[C:43]([CH3:46])([CH3:45])[CH3:44]. The catalyst is CN(C)C=O.O. The product is [F:1][C:2]1[CH:28]=[CH:27][C:5]([CH2:6][N:7]2[CH2:8][CH:9]([S:11][C:12]3[C@H:13]([CH3:26])[C@@H:14]4[C@@H:21]([C@H:22]([OH:24])[CH3:23])[C:20](=[O:25])[N:15]4[C:16]=3[C:17]([O:19][CH2:49][O:48][C:42](=[O:47])[C:43]([CH3:46])([CH3:45])[CH3:44])=[O:18])[CH2:10]2)=[CH:4][CH:3]=1. The yield is 0.720. (5) The reactants are [NH:1]1[CH:5]=[C:4]([C:6]2[CH:11]=[CH:10][N:9]=[C:8]3[N:12]([CH2:15][O:16][CH2:17][CH2:18][Si:19]([CH3:22])([CH3:21])[CH3:20])[CH:13]=[CH:14][C:7]=23)[CH:3]=[N:2]1.[CH2:23]([O:25][C:26](=[O:31])[CH:27]=[C:28]([CH3:30])[CH3:29])[CH3:24].C(=O)([O-])[O-].[Cs+].[Cs+]. The catalyst is CN(C=O)C.O. The product is [CH3:29][C:28]([N:1]1[CH:5]=[C:4]([C:6]2[CH:11]=[CH:10][N:9]=[C:8]3[N:12]([CH2:15][O:16][CH2:17][CH2:18][Si:19]([CH3:22])([CH3:21])[CH3:20])[CH:13]=[CH:14][C:7]=23)[CH:3]=[N:2]1)([CH3:30])[CH2:27][C:26]([O:25][CH2:23][CH3:24])=[O:31]. The yield is 0.790.